Dataset: Reaction yield outcomes from USPTO patents with 853,638 reactions. Task: Predict the reaction yield, written as a fraction of the theoretical maximum amount of product (1.0 means a 100% yield; for example, 0.34 means a 34% yield). (1) The reactants are C(OC(=O)[NH:7][CH2:8][CH2:9][CH2:10][NH:11][CH2:12][C:13]1[C:14]2[C:19]([CH:20]=[C:21]3[C:26]=1[CH:25]=[CH:24][CH:23]=[CH:22]3)=[CH:18][CH:17]=[CH:16][CH:15]=2)(C)(C)C.[ClH:28]. The catalyst is C(O)C. The product is [ClH:28].[CH:25]1[C:26]2[C:21](=[CH:20][C:19]3[C:14]([C:13]=2[CH2:12][NH:11][CH2:10][CH2:9][CH2:8][NH2:7])=[CH:15][CH:16]=[CH:17][CH:18]=3)[CH:22]=[CH:23][CH:24]=1. The yield is 0.900. (2) The reactants are [CH3:1][C:2]1[N:3]([S:19]([C:22]2[CH:27]=[CH:26][CH:25]=[CH:24][CH:23]=2)(=[O:21])=[O:20])[C:4]([C:13]2[CH:18]=[CH:17][CH:16]=[CH:15][CH:14]=2)=[C:5]([CH3:12])[C:6]=1[C:7](OCC)=[O:8].[H-].C([Al+]CC(C)C)C(C)C. The catalyst is C1(C)C=CC=CC=1. The product is [CH3:1][C:2]1[N:3]([S:19]([C:22]2[CH:27]=[CH:26][CH:25]=[CH:24][CH:23]=2)(=[O:21])=[O:20])[C:4]([C:13]2[CH:18]=[CH:17][CH:16]=[CH:15][CH:14]=2)=[C:5]([CH3:12])[C:6]=1[CH2:7][OH:8]. The yield is 0.940.